The task is: Predict the reaction yield, written as a fraction of the theoretical maximum amount of product (1.0 means a 100% yield; for example, 0.34 means a 34% yield).. This data is from Reaction yield outcomes from USPTO patents with 853,638 reactions. (1) The reactants are [Cl:1][C:2]1[CH:7]=[CH:6][CH:5]=[CH:4][C:3]=1[C:8]1[N:9]([C:24]2[CH:29]=[CH:28][C:27]([Cl:30])=[CH:26][CH:25]=2)[C:10]2[C:15]([N:16]=1)=[C:14]([N:17]1[CH2:22][CH2:21][CH:20]([NH2:23])[CH2:19][CH2:18]1)[N:13]=[CH:12][N:11]=2.C(N(CC)CC)C.[F:38][C:39]([F:52])([F:51])[S:40](O[S:40]([C:39]([F:52])([F:51])[F:38])(=[O:42])=[O:41])(=[O:42])=[O:41]. The catalyst is ClCCl. The product is [Cl:1][C:2]1[CH:7]=[CH:6][CH:5]=[CH:4][C:3]=1[C:8]1[N:9]([C:24]2[CH:25]=[CH:26][C:27]([Cl:30])=[CH:28][CH:29]=2)[C:10]2[C:15]([N:16]=1)=[C:14]([N:17]1[CH2:22][CH2:21][CH:20]([NH:23][S:40]([C:39]([F:52])([F:51])[F:38])(=[O:42])=[O:41])[CH2:19][CH2:18]1)[N:13]=[CH:12][N:11]=2. The yield is 0.250. (2) The product is [OH:29][C@H:27]([CH3:28])[C@@H:14]([NH:13][C:6]1[C:7]2[C:12](=[CH:11][CH:10]=[CH:9][CH:8]=2)[C:3]([C:1]#[N:2])=[CH:4][CH:5]=1)[C:15]1[O:16][C:19]([C:20]2[CH:21]=[CH:22][CH:23]=[CH:24][CH:25]=2)=[N:18][N:17]=1. The catalyst is C1COCC1. The reactants are [C:1]([C:3]1[C:12]2[C:7](=[CH:8][CH:9]=[CH:10][CH:11]=2)[C:6]([NH:13][C@H:14]([C@H:27]([OH:29])[CH3:28])[C:15]([NH:17][NH:18][C:19](=O)[C:20]2[CH:25]=[CH:24][CH:23]=[CH:22][CH:21]=2)=[O:16])=[CH:5][CH:4]=1)#[N:2].C(NP1(N(CC)CC)N(C)CCCN1C)(C)(C)C. The yield is 0.00300. (3) The reactants are [CH2:1]([O:3][C:4](=[O:18])[CH2:5][CH:6]1[O:10][B:9]([OH:11])[C:8]2[CH:12]=[C:13]([OH:17])[CH:14]=[C:15]([CH3:16])[C:7]1=2)[CH3:2].[Cl:19][C:20]1[N:24]=[C:23](Cl)[S:22][N:21]=1.C(=O)([O-])[O-].[Cs+].[Cs+].Cl. The catalyst is CN(C=O)C.O. The product is [CH2:1]([O:3][C:4](=[O:18])[CH2:5][CH:6]1[O:10][B:9]([OH:11])[C:8]2[CH:12]=[C:13]([O:17][C:23]3[S:22][N:21]=[C:20]([Cl:19])[N:24]=3)[CH:14]=[C:15]([CH3:16])[C:7]1=2)[CH3:2]. The yield is 0.850. (4) The reactants are [N+:1]([C:4]1[CH:5]=[N:6][C:7]([NH:10][C:11]2[CH:12]=[C:13]([CH:23]=[CH:24][CH:25]=2)[C:14]([N:16]([CH2:20][CH2:21][OH:22])[CH:17]([CH3:19])[CH3:18])=[O:15])=[N:8][CH:9]=1)([O-])=O. The catalyst is [Pd].C1COCC1.CO. The product is [NH2:1][C:4]1[CH:5]=[N:6][C:7]([NH:10][C:11]2[CH:12]=[C:13]([CH:23]=[CH:24][CH:25]=2)[C:14]([N:16]([CH2:20][CH2:21][OH:22])[CH:17]([CH3:19])[CH3:18])=[O:15])=[N:8][CH:9]=1. The yield is 0.710. (5) The reactants are Cl[C:2]1[C:7]([N+:8]([O-:10])=[O:9])=[CH:6][N:5]=[C:4]2[CH:11]=[CH:12][S:13][C:3]=12.FC(F)(F)C(O)=O.[NH2:21][C@H:22]1[CH2:26][CH2:25][C@@H:24]([C:27]([O:29][CH2:30][CH3:31])=[O:28])[CH2:23]1.C(N(CC)C(C)C)(C)C. The catalyst is C(O)(C)C. The product is [N+:8]([C:7]1[C:2]([NH:21][C@H:22]2[CH2:26][CH2:25][C@@H:24]([C:27]([O:29][CH2:30][CH3:31])=[O:28])[CH2:23]2)=[C:3]2[S:13][CH:12]=[CH:11][C:4]2=[N:5][CH:6]=1)([O-:10])=[O:9]. The yield is 0.550. (6) The catalyst is CCO. The yield is 0.750. The product is [C:1]([O:5][C:6]([N:8]([CH2:12][C:13]1[CH:22]=[CH:21][C:16]([C:17]([OH:19])=[O:18])=[CH:15][CH:14]=1)[CH:9]([CH3:11])[CH3:10])=[O:7])([CH3:3])([CH3:4])[CH3:2]. The reactants are [C:1]([O:5][C:6]([N:8]([CH2:12][C:13]1[CH:22]=[CH:21][C:16]([C:17]([O:19]C)=[O:18])=[CH:15][CH:14]=1)[CH:9]([CH3:11])[CH3:10])=[O:7])([CH3:4])([CH3:3])[CH3:2].[OH-].[Na+].